From a dataset of Full USPTO retrosynthesis dataset with 1.9M reactions from patents (1976-2016). Predict the reactants needed to synthesize the given product. (1) Given the product [Cl:8][C:5]1[CH:6]=[CH:7][C:2]([CH2:23][C:22](=[O:24])[CH:21]([CH3:25])[CH3:20])=[CH:3][C:4]=1[O:9][CH2:10][CH2:11][O:12][CH3:13], predict the reactants needed to synthesize it. The reactants are: Br[C:2]1[CH:7]=[CH:6][C:5]([Cl:8])=[C:4]([O:9][CH2:10][CH2:11][O:12][CH3:13])[CH:3]=1.C(O[Na])(C)(C)C.[CH3:20][CH:21]([CH3:25])[C:22](=[O:24])[CH3:23]. (2) Given the product [Si:34]([O:37][CH2:38][CH2:39][NH:40][C:41]1[CH:42]=[CH:43][C:44]([N:47]2[C:26](=[O:28])[C:27]3[C:23](=[CH:22][CH:21]=[CH:20][C:19]=3[NH:18][C:16]([C:14]3[S:15][C:11]([Cl:10])=[CH:12][CH:13]=3)=[O:17])[C:24]2=[O:29])=[CH:45][CH:46]=1)([C:31]([CH3:33])([CH3:32])[CH3:30])([CH3:36])[CH3:35], predict the reactants needed to synthesize it. The reactants are: C(N(CC)C(C)C)(C)C.[Cl:10][C:11]1[S:15][C:14]([C:16]([NH:18][C:19]2[C:27]3[C:26](=[O:28])O[C:24](=[O:29])[C:23]=3[CH:22]=[CH:21][CH:20]=2)=[O:17])=[CH:13][CH:12]=1.[CH3:30][C:31]([Si:34]([O:37][CH2:38][CH2:39][NH:40][C:41]1[CH:46]=[CH:45][C:44]([NH2:47])=[CH:43][CH:42]=1)([CH3:36])[CH3:35])([CH3:33])[CH3:32]. (3) Given the product [OH:8][C:6]1[CH:7]=[C:2]2[C:3]([C:9](=[O:17])[C:10]([C:11]3[CH:12]=[CH:13][CH:14]=[CH:15][CH:16]=3)=[C:18]([CH3:19])[O:1]2)=[CH:4][CH:5]=1, predict the reactants needed to synthesize it. The reactants are: [OH:1][C:2]1[CH:7]=[C:6]([OH:8])[CH:5]=[CH:4][C:3]=1[C:9](=[O:17])[CH2:10][C:11]1[CH:16]=[CH:15][CH:14]=[CH:13][CH:12]=1.[C:18](OC(=O)C)(=O)[CH3:19].C(=O)([O-])[O-].[K+].[K+].O. (4) Given the product [Cl:74][C:71]1[CH:70]=[CH:69][C:68]([CH:61]([NH:60][C:48]([C:33]2([NH:32][C:30](=[O:31])[O:29][C:25]([CH3:28])([CH3:26])[CH3:27])[CH2:34][CH2:35][N:36]([C:39]3[C:40]4[CH:47]=[CH:46][NH:45][C:41]=4[N:42]=[CH:43][N:44]=3)[CH2:37][CH2:38]2)=[O:49])[CH2:62][CH2:63][S:64](=[O:65])(=[O:66])[NH2:67])=[CH:73][CH:72]=1, predict the reactants needed to synthesize it. The reactants are: F[P-](F)(F)(F)(F)F.N1(OC(N(C)C)=[N+](C)C)C2N=CC=CC=2N=N1.[C:25]([O:29][C:30]([NH:32][C:33]1([C:48](O)=[O:49])[CH2:38][CH2:37][N:36]([C:39]2[C:40]3[CH:47]=[CH:46][NH:45][C:41]=3[N:42]=[CH:43][N:44]=2)[CH2:35][CH2:34]1)=[O:31])([CH3:28])([CH3:27])[CH3:26].C(N(CC)C(C)C)(C)C.[NH2:60][CH:61]([C:68]1[CH:73]=[CH:72][C:71]([Cl:74])=[CH:70][CH:69]=1)[CH2:62][CH2:63][S:64]([NH2:67])(=[O:66])=[O:65]. (5) Given the product [N:1]1([CH2:7][CH2:8][CH2:9][O:10][C:11]2[C:20]3[C:15](=[CH:16][CH:17]=[CH:18][CH:19]=3)[C:14]([N:21]3[CH2:22][CH2:23][N:24]([C:33]([C:32]4[CH:36]=[CH:37][C:29]([C:27]#[N:28])=[CH:30][CH:31]=4)=[O:34])[CH2:25][CH2:26]3)=[CH:13][CH:12]=2)[CH2:6][CH2:5][CH2:4][CH2:3][CH2:2]1, predict the reactants needed to synthesize it. The reactants are: [N:1]1([CH2:7][CH2:8][CH2:9][O:10][C:11]2[C:20]3[C:15](=[CH:16][CH:17]=[CH:18][CH:19]=3)[C:14]([N:21]3[CH2:26][CH2:25][NH:24][CH2:23][CH2:22]3)=[CH:13][CH:12]=2)[CH2:6][CH2:5][CH2:4][CH2:3][CH2:2]1.[C:27]([C:29]1[CH:37]=[CH:36][C:32]([C:33](O)=[O:34])=[CH:31][CH:30]=1)#[N:28]. (6) Given the product [F:38][C:37]([F:40])([F:39])[C:41]([OH:43])=[O:42].[F:38][C:37]([F:40])([F:39])[C:41]([OH:43])=[O:42].[Cl:1][C:2]1[CH:3]=[CH:4][C:5]([O:14][CH2:15][C@:16]([OH:34])([CH3:33])[CH2:17][NH:18][CH:19]2[CH2:20][CH2:21][N:22]([CH2:25][C:26]3[CH:27]=[CH:28][C:29]([Cl:32])=[CH:30][CH:31]=3)[CH2:23][CH2:24]2)=[C:6]([CH2:8][CH2:9][C:10]([OH:12])=[O:11])[CH:7]=1, predict the reactants needed to synthesize it. The reactants are: [Cl:1][C:2]1[CH:3]=[CH:4][C:5]([O:14][CH2:15][C@:16]([OH:34])([CH3:33])[CH2:17][NH:18][CH:19]2[CH2:24][CH2:23][N:22]([CH2:25][C:26]3[CH:31]=[CH:30][C:29]([Cl:32])=[CH:28][CH:27]=3)[CH2:21][CH2:20]2)=[C:6]([CH2:8][CH2:9][C:10]([O:12]C)=[O:11])[CH:7]=1.[OH-].[Na+].[C:37]([C:41]([OH:43])=[O:42])([F:40])([F:39])[F:38]. (7) The reactants are: [CH3:1][O:2][C:3]1[CH:4]=[C:5]2[C:9](=[CH:10][CH:11]=1)[NH:8][C:7]([C:12]([N:14]1[CH2:19][CH2:18][CH2:17][C@H:16]([CH3:20])[CH2:15]1)=[O:13])=[CH:6]2.[Mg].Cl.O. Given the product [CH3:1][O:2][C:3]1[CH:4]=[C:5]2[C:9](=[CH:10][CH:11]=1)[NH:8][CH:7]([C:12]([N:14]1[CH2:19][CH2:18][CH2:17][C@H:16]([CH3:20])[CH2:15]1)=[O:13])[CH2:6]2, predict the reactants needed to synthesize it. (8) The reactants are: [CH2:1]([N:3]1[C:7]2=[N:8][C:9]([CH2:32][CH3:33])=[C:10]([CH2:19][NH:20][C:21]([C:23]3[N:28]=[C:27]([C:29](O)=[O:30])[CH:26]=[CH:25][CH:24]=3)=[O:22])[C:11]([NH:12][CH:13]3[CH2:18][CH2:17][O:16][CH2:15][CH2:14]3)=[C:6]2[CH:5]=[N:4]1)[CH3:2].[Br:34][C:35]1[CH:36]=[C:37]([CH2:42][NH2:43])[CH:38]=[CH:39][C:40]=1[F:41].CN(C(ON1N=NC2C=CC=CC1=2)=[N+](C)C)C.F[P-](F)(F)(F)(F)F.CCN(CC)CC. Given the product [Br:34][C:35]1[CH:36]=[C:37]([CH2:42][NH:43][C:29]([C:27]2[CH:26]=[CH:25][CH:24]=[C:23]([C:21]([NH:20][CH2:19][C:10]3[C:11]([NH:12][CH:13]4[CH2:18][CH2:17][O:16][CH2:15][CH2:14]4)=[C:6]4[CH:5]=[N:4][N:3]([CH2:1][CH3:2])[C:7]4=[N:8][C:9]=3[CH2:32][CH3:33])=[O:22])[N:28]=2)=[O:30])[CH:38]=[CH:39][C:40]=1[F:41], predict the reactants needed to synthesize it. (9) The reactants are: FC(F)(F)S(O[C:7]1[CH:8]=[C:9]2[C:14](=[CH:15][CH:16]=1)[N:13]=[CH:12][CH:11]=[CH:10]2)(=O)=O.[C:19](=[N:32][NH2:33])([C:26]1[CH:31]=[CH:30][CH:29]=[CH:28][CH:27]=1)[C:20]1[CH:25]=[CH:24][CH:23]=[CH:22][CH:21]=1.C(=O)([O-])[O-].[Cs+].[Cs+]. Given the product [C:20]1([C:19]([C:26]2[CH:31]=[CH:30][CH:29]=[CH:28][CH:27]=2)=[N:32][NH:33][C:7]2[CH:8]=[C:9]3[C:14](=[CH:15][CH:16]=2)[N:13]=[CH:12][CH:11]=[CH:10]3)[CH:21]=[CH:22][CH:23]=[CH:24][CH:25]=1, predict the reactants needed to synthesize it.